This data is from Full USPTO retrosynthesis dataset with 1.9M reactions from patents (1976-2016). The task is: Predict the reactants needed to synthesize the given product. (1) Given the product [C:17]([OH:21])(=[O:20])[CH:18]=[CH2:19].[NH2:3][C:17]([O:21][CH2:22][CH3:23])=[O:20], predict the reactants needed to synthesize it. The reactants are: O=C=[N:3]C1CC(C)(C)CC(C)(CN=C=O)C1.[C:17]([O:21][CH2:22][CH:23](O)C)(=[O:20])[CH:18]=[CH2:19].COC1C=CC(O)=CC=1.C([O-])(=O)CCCCCCCCCCC.C([O-])(=O)CCCCCCCCCCC.C([Sn+2]CCCC)CCC. (2) Given the product [NH2:1][C:2]1[C:7]2[C:8]([C:15]3[CH:16]=[CH:17][C:18]([F:19])=[C:13]([Cl:12])[CH:14]=3)=[CH:9][S:10][C:6]=2[CH:5]=[CH:4][N:3]=1, predict the reactants needed to synthesize it. The reactants are: [NH2:1][C:2]1[C:7]2[C:8](Br)=[CH:9][S:10][C:6]=2[CH:5]=[CH:4][N:3]=1.[Cl:12][C:13]1[CH:14]=[C:15](B(O)O)[CH:16]=[CH:17][C:18]=1[F:19].C(=O)([O-])[O-].[Na+].[Na+].C1(S(O)(=O)=O)C=CC=CC=1. (3) Given the product [Cl:8][C:6]1[N:5]=[C:4]([O:9][CH3:10])[N:3]=[C:2]([NH:22][CH2:21][CH:11]2[C:20]3[C:15](=[CH:16][CH:17]=[CH:18][CH:19]=3)[CH2:14][CH2:13][O:12]2)[CH:7]=1, predict the reactants needed to synthesize it. The reactants are: Cl[C:2]1[CH:7]=[C:6]([Cl:8])[N:5]=[C:4]([O:9][CH3:10])[N:3]=1.[CH:11]1([CH2:21][NH2:22])[C:20]2[C:15](=[CH:16][CH:17]=[CH:18][CH:19]=2)[CH2:14][CH2:13][O:12]1.C([O-])(O)=O.[Na+].